This data is from Full USPTO retrosynthesis dataset with 1.9M reactions from patents (1976-2016). The task is: Predict the reactants needed to synthesize the given product. (1) The reactants are: Cl[C:2]1[CH:10]=[C:9]([C:11]([OH:13])=[O:12])[C:8](Cl)=[CH:7][C:3]=1[C:4]([OH:6])=[O:5].C([O-])([O-])=[O:16].[Na+].[Na+].CN[C@@H]1CCCC[C@H]1NC.Cl.[OH2:32]. Given the product [OH:32][C:2]1[CH:10]=[C:9]([C:11]([OH:13])=[O:12])[C:8]([OH:16])=[CH:7][C:3]=1[C:4]([OH:6])=[O:5], predict the reactants needed to synthesize it. (2) Given the product [C:13]([N:21]1[CH2:26][CH2:25][CH:24]([C:27]([NH:29][N:30]=[C:5]2[C:4]3[C:8](=[CH:9][CH:10]=[C:2]([I:1])[CH:3]=3)[NH:7][C:6]2=[O:11])=[O:28])[CH2:23][CH2:22]1)(=[O:20])[C:14]1[CH:15]=[CH:16][CH:17]=[CH:18][CH:19]=1, predict the reactants needed to synthesize it. The reactants are: [I:1][C:2]1[CH:3]=[C:4]2[C:8](=[CH:9][CH:10]=1)[NH:7][C:6](=[O:11])[C:5]2=O.[C:13]([N:21]1[CH2:26][CH2:25][CH:24]([C:27]([NH:29][NH2:30])=[O:28])[CH2:23][CH2:22]1)(=[O:20])[C:14]1[CH:19]=[CH:18][CH:17]=[CH:16][CH:15]=1. (3) Given the product [O:27]=[C:26]([N:20]1[CH2:19][CH:18]=[C:17]([C:15]2[CH:14]=[CH:13][CH:12]=[C:11]([C:10]3[C:6]4[CH:5]=[N:4][CH:3]=[N:2][C:7]=4[NH:8][CH:9]=3)[N:16]=2)[CH2:22][CH2:21]1)[CH2:25][C:23]#[N:24], predict the reactants needed to synthesize it. The reactants are: Cl.[N:2]1[C:7]2[NH:8][CH:9]=[C:10]([C:11]3[N:16]=[C:15]([C:17]4[CH2:18][CH2:19][NH:20][CH2:21][CH:22]=4)[CH:14]=[CH:13][CH:12]=3)[C:6]=2[CH:5]=[N:4][CH:3]=1.[C:23]([CH2:25][C:26](ON1CCCC1)=[O:27])#[N:24].C(N(C(C)C)CC)(C)C.O. (4) Given the product [C:16]1([C:2]2[C:11]3[C:6](=[CH:7][C:8]([C:2]4[CH:11]=[CH:6][CH:5]=[CH:4][CH:3]=4)=[CH:9][CH:10]=3)[CH:5]=[CH:4][C:3]=2[O:13][CH2:14][CH3:15])[CH:21]=[CH:20][CH:19]=[CH:18][CH:17]=1, predict the reactants needed to synthesize it. The reactants are: Br[C:2]1[C:11]2[C:6](=[CH:7][C:8](Br)=[CH:9][CH:10]=2)[CH:5]=[CH:4][C:3]=1[O:13][CH2:14][CH3:15].[C:16]1(B(O)O)[CH:21]=[CH:20][CH:19]=[CH:18][CH:17]=1.C(=O)([O-])[O-].[K+].[K+].O. (5) Given the product [Cl:19][C:16]1[CH:17]=[CH:18][C:13]([N:1]2[CH2:6][CH2:5][CH2:4][CH2:3][CH2:2]2)=[C:14]([N+:20]([O-:22])=[O:21])[CH:15]=1, predict the reactants needed to synthesize it. The reactants are: [NH:1]1[CH2:6][CH2:5][CH2:4][CH2:3][CH2:2]1.CN(C)C=O.Cl[C:13]1[CH:18]=[CH:17][C:16]([Cl:19])=[CH:15][C:14]=1[N+:20]([O-:22])=[O:21]. (6) Given the product [CH3:1][C:2]1[C:6]([C:7]2[C:8]([O:21][CH3:22])=[CH:9][C:10]3[C:11]4[N:19]([CH:32]([C:33]5[CH:38]=[CH:37][CH:36]=[CH:35][CH:34]=5)[CH3:31])[C:18](=[O:20])[O:17][C:12]=4[CH:13]=[N:14][C:15]=3[CH:16]=2)=[C:5]([CH3:23])[O:4][N:3]=1, predict the reactants needed to synthesize it. The reactants are: [CH3:1][C:2]1[C:6]([C:7]2[C:8]([O:21][CH3:22])=[CH:9][C:10]3[C:11]4[NH:19][C:18](=[O:20])[O:17][C:12]=4[CH:13]=[N:14][C:15]=3[CH:16]=2)=[C:5]([CH3:23])[O:4][N:3]=1.C(=O)([O-])[O-].[Cs+].[Cs+].Br[CH2:31][CH2:32][C:33]1[CH:38]=[CH:37][CH:36]=[CH:35][CH:34]=1. (7) Given the product [OH:4][C:2]([CH3:18])([CH3:1])[CH2:3][C:5]([NH:7][CH2:8][C:9]1[CH:14]=[CH:13][CH:12]=[CH:11][C:10]=1[N+:15]([O-:17])=[O:16])=[O:6], predict the reactants needed to synthesize it. The reactants are: [CH3:1][C:2]1([CH3:18])[O:4][CH:3]1[C:5]([NH:7][CH2:8][C:9]1[CH:14]=[CH:13][CH:12]=[CH:11][C:10]=1[N+:15]([O-:17])=[O:16])=[O:6].[H-].[Al+3].[Li+].[H-].[H-].[H-].[Cl-].[Na+].Cl. (8) Given the product [CH2:16]([N:20]1[C:25]2=[N:26][N:27]([CH2:38][C:39]3[C:48]4[C:43](=[CH:44][CH:45]=[CH:46][CH:47]=4)[CH:42]=[CH:41][CH:40]=3)[C:28]([C:29]3[CH:30]=[C:31]([CH:35]=[CH:36][CH:37]=3)[C:32]([NH:3][CH3:1])=[O:33])=[C:24]2[C:23](=[O:49])[N:22]([CH3:50])[C:21]1=[O:51])[CH:17]([CH3:18])[CH3:19], predict the reactants needed to synthesize it. The reactants are: [CH2:1]([N:3](CC)CC)C.C(OC(Cl)=O)C(C)C.[CH2:16]([N:20]1[C:25]2=[N:26][N:27]([CH2:38][C:39]3[C:48]4[C:43](=[CH:44][CH:45]=[CH:46][CH:47]=4)[CH:42]=[CH:41][CH:40]=3)[C:28]([C:29]3[CH:30]=[C:31]([CH:35]=[CH:36][CH:37]=3)[C:32](O)=[O:33])=[C:24]2[C:23](=[O:49])[N:22]([CH3:50])[C:21]1=[O:51])[CH:17]([CH3:19])[CH3:18].CN. (9) Given the product [Cl:1][C:2]1[N:11]=[CH:10][CH:9]=[C:8]2[C:3]=1[CH:4]=[C:5]([C:23]1[CH:24]=[CH:25][CH:26]=[CH:27][CH:28]=1)[C:6]([C:12]1[CH:17]=[CH:16][C:15]([CH:18]=[O:19])=[CH:14][CH:13]=1)=[N:7]2, predict the reactants needed to synthesize it. The reactants are: [Cl:1][C:2]1[N:11]=[CH:10][CH:9]=[C:8]2[C:3]=1[CH:4]=[C:5]([C:23]1[CH:28]=[CH:27][CH:26]=[CH:25][CH:24]=1)[C:6]([C:12]1[CH:17]=[CH:16][C:15]([CH:18]3OCC[O:19]3)=[CH:14][CH:13]=1)=[N:7]2.Cl.